Predict the product of the given reaction. From a dataset of Forward reaction prediction with 1.9M reactions from USPTO patents (1976-2016). (1) Given the reactants Cl.[N+:2]([C:5]1[CH:15]=[CH:14][C:8]2[NH:9][CH2:10][CH2:11][CH2:12][CH2:13][C:7]=2[CH:6]=1)([O-])=O, predict the reaction product. The product is: [NH:9]1[CH2:10][CH2:11][CH2:12][CH2:13][C:7]2[CH:6]=[C:5]([NH2:2])[CH:15]=[CH:14][C:8]1=2. (2) The product is: [ClH:39].[C:34]1([CH3:37])[CH:35]=[CH:36][C:31]([S:28]([N:21]2[C:22]3[C:27](=[CH:26][CH:25]=[CH:24][CH:23]=3)[C:19]([CH2:18][N:14]3[CH2:15][CH2:16][CH2:17][C:10]4([CH2:9][NH:8][CH2:12][CH2:11]4)[C:13]3=[O:38])=[CH:20]2)(=[O:30])=[O:29])=[CH:32][CH:33]=1. Given the reactants C(OC([N:8]1[CH2:12][CH2:11][C:10]2([CH2:17][CH2:16][CH2:15][N:14]([CH2:18][C:19]3[C:27]4[C:22](=[CH:23][CH:24]=[CH:25][CH:26]=4)[N:21]([S:28]([C:31]4[CH:36]=[CH:35][C:34]([CH3:37])=[CH:33][CH:32]=4)(=[O:30])=[O:29])[CH:20]=3)[C:13]2=[O:38])[CH2:9]1)=O)(C)(C)C.[ClH:39].O1CCOCC1, predict the reaction product. (3) Given the reactants [CH3:1][C:2]1[CH:7]=[CH:6][C:5]([C:8]2[O:12][N:11]=[CH:10][C:9]=2[C:13]([OH:15])=O)=[CH:4][CH:3]=1.Cl.[CH3:17][C:18]1[CH:23]=[CH:22][C:21]([S:24]([CH:27]2[CH2:31][CH2:30][NH:29][CH2:28]2)(=[O:26])=[O:25])=[CH:20][CH:19]=1, predict the reaction product. The product is: [CH3:1][C:2]1[CH:3]=[CH:4][C:5]([C:8]2[O:12][N:11]=[CH:10][C:9]=2[C:13]([N:29]2[CH2:30][CH2:31][CH:27]([S:24]([C:21]3[CH:22]=[CH:23][C:18]([CH3:17])=[CH:19][CH:20]=3)(=[O:26])=[O:25])[CH2:28]2)=[O:15])=[CH:6][CH:7]=1. (4) The product is: [Cl:15][C:11]1[CH:12]=[C:13]2[C:8](=[CH:9][C:10]=1[F:16])[NH:7][C:6](=[O:17])[C:5]([C@@H:3]([NH:2][C:19]1[C:24](=[O:25])[N:23]([CH3:26])[C:22]([C:27]#[N:28])=[CH:21][CH:20]=1)[CH3:4])=[CH:14]2. Given the reactants Cl.[NH2:2][C@H:3]([C:5]1[C:6](=[O:17])[NH:7][C:8]2[C:13]([CH:14]=1)=[CH:12][C:11]([Cl:15])=[C:10]([F:16])[CH:9]=2)[CH3:4].F[C:19]1[C:24](=[O:25])[N:23]([CH3:26])[C:22]([C:27]#[N:28])=[CH:21][CH:20]=1.C(N(CC)C(C)C)(C)C.O, predict the reaction product. (5) Given the reactants COC[O:4][C@@H:5]1[CH2:18][CH2:17][C@H:16]2[C@@H:7]([CH2:8][C@H:9]3[C@H:14]([CH2:15]2)[C@H:13]2[CH2:19][CH:20]=[C:21]([C:22]#[N:23])[C@:12]2([CH3:24])[CH2:11][CH2:10]3)[CH2:6]1.Cl, predict the reaction product. The product is: [OH:4][C@@H:5]1[CH2:18][CH2:17][C@H:16]2[C@@H:7]([CH2:8][C@H:9]3[C@H:14]([CH2:15]2)[C@H:13]2[CH2:19][CH:20]=[C:21]([C:22]#[N:23])[C@:12]2([CH3:24])[CH2:11][CH2:10]3)[CH2:6]1. (6) Given the reactants [N+:1]([C:4]1[CH:11]=[CH:10][CH:9]=[C:8]([N+]([O-])=O)[C:5]=1[CH:6]=O)([O-:3])=[O:2].Cl.[F:16][C:17]1[CH:22]=[CH:21][C:20]([NH:23][NH2:24])=[CH:19][CH:18]=1.C(=O)([O-])[O-].[Cs+].[Cs+].O, predict the reaction product. The product is: [F:16][C:17]1[CH:22]=[CH:21][C:20]([N:23]2[C:8]3[C:5](=[C:4]([N+:1]([O-:3])=[O:2])[CH:11]=[CH:10][CH:9]=3)[CH:6]=[N:24]2)=[CH:19][CH:18]=1. (7) Given the reactants [H-].[Al+3].[Li+].[H-].[H-].[H-].[CH2:7]([NH:9][C:10]1[C:15]([C:16](OCC)=[O:17])=[C:14]([CH3:21])[N:13]=[C:12]([S:22][CH3:23])[N:11]=1)[CH3:8], predict the reaction product. The product is: [CH2:7]([NH:9][C:10]1[C:15]([CH2:16][OH:17])=[C:14]([CH3:21])[N:13]=[C:12]([S:22][CH3:23])[N:11]=1)[CH3:8].